From a dataset of Full USPTO retrosynthesis dataset with 1.9M reactions from patents (1976-2016). Predict the reactants needed to synthesize the given product. (1) The reactants are: [OH:1][N:2]=[C:3](Cl)[C:4]1[CH:9]=[N:8][CH:7]=[CH:6][N:5]=1.[C:11]([C:13]1[CH:18]=[CH:17][CH:16]=[CH:15][CH:14]=1)#[CH:12].N. Given the product [C:13]1([C:11]2[O:1][N:2]=[C:3]([C:4]3[CH:9]=[N:8][CH:7]=[CH:6][N:5]=3)[CH:12]=2)[CH:18]=[CH:17][CH:16]=[CH:15][CH:14]=1, predict the reactants needed to synthesize it. (2) Given the product [C:41]([O:40][C:38](=[O:39])[CH2:37][O:1][C@H:2]1[CH2:3][CH2:4][C@H:5]([N:8]2[C:13](=[O:14])[C:12]([CH2:15][C:16]3[CH:21]=[CH:20][C:19]([C:22]4[CH:27]=[CH:26][CH:25]=[CH:24][C:23]=4[C:28]#[N:29])=[CH:18][CH:17]=3)=[C:11]([CH2:30][CH2:31][CH3:32])[N:10]3[N:33]=[CH:34][CH:35]=[C:9]23)[CH2:6][CH2:7]1)([CH3:44])([CH3:43])[CH3:42], predict the reactants needed to synthesize it. The reactants are: [OH:1][C@H:2]1[CH2:7][CH2:6][C@H:5]([N:8]2[C:13](=[O:14])[C:12]([CH2:15][C:16]3[CH:21]=[CH:20][C:19]([C:22]4[C:23]([C:28]#[N:29])=[CH:24][CH:25]=[CH:26][CH:27]=4)=[CH:18][CH:17]=3)=[C:11]([CH2:30][CH2:31][CH3:32])[N:10]3[N:33]=[CH:34][CH:35]=[C:9]23)[CH2:4][CH2:3]1.Br[CH2:37][C:38]([O:40][C:41]([CH3:44])([CH3:43])[CH3:42])=[O:39].Cl. (3) Given the product [Br:32][C:33]1[CH:38]=[CH:37][C:36]([CH2:39][CH2:40][NH:41][CH2:12][C@@H:13]([C:22]2[CH:27]=[CH:26][C:25]([NH:28][C:29](=[O:31])[CH3:30])=[N:24][CH:23]=2)[O:14][Si:15]([C:18]([CH3:19])([CH3:20])[CH3:21])([CH3:16])[CH3:17])=[CH:35][CH:34]=1, predict the reactants needed to synthesize it. The reactants are: CC1C=CC(S(O[CH2:12][C@@H:13]([C:22]2[CH:23]=[N:24][C:25]([NH:28][C:29](=[O:31])[CH3:30])=[CH:26][CH:27]=2)[O:14][Si:15]([C:18]([CH3:21])([CH3:20])[CH3:19])([CH3:17])[CH3:16])(=O)=O)=CC=1.[Br:32][C:33]1[CH:38]=[CH:37][C:36]([CH2:39][CH2:40][NH2:41])=[CH:35][CH:34]=1.CS(C)=O.C(N(CC)C(C)C)(C)C. (4) Given the product [Cl:15][C:5]1[CH:6]=[CH:7][N:8]=[C:9]2[NH:1][CH:2]=[CH:3][C:4]=12, predict the reactants needed to synthesize it. The reactants are: [N+:1]1([O-])[CH:2]=[CH:3][C:4]2[C:9]=1[NH:8][CH:7]=[CH:6][CH:5]=2.CS([Cl:15])(=O)=O.[OH-].[Na+]. (5) Given the product [ClH:22].[ClH:22].[Cl:22][C:11]1[CH:12]=[N:13][C:14]2[CH:15]=[CH:16][C:17](=[O:21])[N:18]([CH3:20])[C:19]=2[C:10]=1[CH2:9][CH2:8][N:5]1[CH2:6][CH2:7][C@H:3]([CH2:2][NH:1][CH2:39][C:37]2[CH:36]=[CH:35][C:32]3[O:33][CH2:34][C:29](=[O:28])[NH:30][C:31]=3[N:38]=2)[CH2:4]1, predict the reactants needed to synthesize it. The reactants are: [NH2:1][CH2:2][C@H:3]1[CH2:7][CH2:6][N:5]([CH2:8][CH2:9][C:10]2[C:11]([Cl:22])=[CH:12][N:13]=[C:14]3[C:19]=2[N:18]([CH3:20])[C:17](=[O:21])[CH:16]=[CH:15]3)[CH2:4]1.C([O-])(=O)C.[Na+].[O:28]=[C:29]1[CH2:34][O:33][C:32]2[CH:35]=[CH:36][C:37]([CH:39]=O)=[N:38][C:31]=2[NH:30]1.C([BH3-])#N.[Na+].C(=O)([O-])[O-].[Na+].[Na+]. (6) Given the product [F:1][C:2]1[CH:3]=[C:4]([NH:26][C:27]([NH:29][C:30](=[O:39])[CH2:31][C:32]2[CH:33]=[CH:34][C:35]([F:38])=[CH:36][CH:37]=2)=[S:28])[CH:5]=[CH:6][C:7]=1[O:8][C:9]1[CH:14]=[CH:13][N:12]=[C:11]2[CH:15]=[C:16]([C:18]3[CH:23]=[CH:22][C:21]([CH2:24][O:25][CH2:43][CH2:42][O:41][CH3:40])=[CH:20][N:19]=3)[S:17][C:10]=12, predict the reactants needed to synthesize it. The reactants are: [F:1][C:2]1[CH:3]=[C:4]([NH:26][C:27]([NH:29][C:30](=[O:39])[CH2:31][C:32]2[CH:37]=[CH:36][C:35]([F:38])=[CH:34][CH:33]=2)=[S:28])[CH:5]=[CH:6][C:7]=1[O:8][C:9]1[CH:14]=[CH:13][N:12]=[C:11]2[CH:15]=[C:16]([C:18]3[CH:23]=[CH:22][C:21]([CH:24]=[O:25])=[CH:20][N:19]=3)[S:17][C:10]=12.[CH3:40][O:41][CH2:42][CH2:43]N.CC(O)=O.[BH-](OC(C)=O)(OC(C)=O)OC(C)=O.[Na+].